The task is: Predict the reactants needed to synthesize the given product.. This data is from Full USPTO retrosynthesis dataset with 1.9M reactions from patents (1976-2016). The reactants are: [CH3:1][NH:2][C:3]([C:5]1([C:11]2[CH:16]=[CH:15][C:14]([N+:17]([O-])=O)=[CH:13][CH:12]=2)[CH2:10][CH2:9][O:8][CH2:7][CH2:6]1)=[O:4]. Given the product [NH2:17][C:14]1[CH:15]=[CH:16][C:11]([C:5]2([C:3]([NH:2][CH3:1])=[O:4])[CH2:6][CH2:7][O:8][CH2:9][CH2:10]2)=[CH:12][CH:13]=1, predict the reactants needed to synthesize it.